From a dataset of NCI-60 drug combinations with 297,098 pairs across 59 cell lines. Regression. Given two drug SMILES strings and cell line genomic features, predict the synergy score measuring deviation from expected non-interaction effect. (1) Drug 1: C1CC(C1)(C(=O)O)C(=O)O.[NH2-].[NH2-].[Pt+2]. Drug 2: CCN(CC)CCCC(C)NC1=C2C=C(C=CC2=NC3=C1C=CC(=C3)Cl)OC. Cell line: SNB-75. Synergy scores: CSS=21.6, Synergy_ZIP=-1.51, Synergy_Bliss=-0.0938, Synergy_Loewe=3.61, Synergy_HSA=4.22. (2) Drug 1: CCC1=C2CN3C(=CC4=C(C3=O)COC(=O)C4(CC)O)C2=NC5=C1C=C(C=C5)O. Drug 2: CCC1(CC2CC(C3=C(CCN(C2)C1)C4=CC=CC=C4N3)(C5=C(C=C6C(=C5)C78CCN9C7C(C=CC9)(C(C(C8N6C)(C(=O)OC)O)OC(=O)C)CC)OC)C(=O)OC)O.OS(=O)(=O)O. Cell line: U251. Synergy scores: CSS=52.2, Synergy_ZIP=-0.00691, Synergy_Bliss=-0.628, Synergy_Loewe=-19.2, Synergy_HSA=-0.674. (3) Drug 1: CCC(=C(C1=CC=CC=C1)C2=CC=C(C=C2)OCCN(C)C)C3=CC=CC=C3.C(C(=O)O)C(CC(=O)O)(C(=O)O)O. Drug 2: CS(=O)(=O)CCNCC1=CC=C(O1)C2=CC3=C(C=C2)N=CN=C3NC4=CC(=C(C=C4)OCC5=CC(=CC=C5)F)Cl. Cell line: T-47D. Synergy scores: CSS=12.7, Synergy_ZIP=-3.91, Synergy_Bliss=-0.948, Synergy_Loewe=-2.51, Synergy_HSA=-1.88. (4) Drug 1: C1CC(CCC1OC2=C(C(=CC=C2)Cl)F)(CC3=NC(=CC=C3)NC4=NC=CS4)C(=O)O. Drug 2: C1CCC(C(C1)[NH-])[NH-].C(=O)(C(=O)[O-])[O-].[Pt+4]. Cell line: NCI-H460. Synergy scores: CSS=38.9, Synergy_ZIP=-5.13, Synergy_Bliss=-8.24, Synergy_Loewe=-7.15, Synergy_HSA=-2.44. (5) Drug 1: CS(=O)(=O)C1=CC(=C(C=C1)C(=O)NC2=CC(=C(C=C2)Cl)C3=CC=CC=N3)Cl. Drug 2: C1CN(CCN1C(=O)CCBr)C(=O)CCBr. Cell line: BT-549. Synergy scores: CSS=12.7, Synergy_ZIP=-2.43, Synergy_Bliss=3.35, Synergy_Loewe=-1.76, Synergy_HSA=2.70. (6) Drug 1: C1CCC(C1)C(CC#N)N2C=C(C=N2)C3=C4C=CNC4=NC=N3. Drug 2: CS(=O)(=O)C1=CC(=C(C=C1)C(=O)NC2=CC(=C(C=C2)Cl)C3=CC=CC=N3)Cl. Cell line: COLO 205. Synergy scores: CSS=-7.32, Synergy_ZIP=7.08, Synergy_Bliss=8.94, Synergy_Loewe=-2.80, Synergy_HSA=-1.47.